This data is from Drug-target binding data from BindingDB using Ki measurements. The task is: Regression. Given a target protein amino acid sequence and a drug SMILES string, predict the binding affinity score between them. We predict pKi (pKi = -log10(Ki in M); higher means stronger inhibition). Dataset: bindingdb_ki. The drug is COc1ccccc1N1CCN(CCN(C(=O)C2CCCCC2)c2ccccn2)CC1. The target protein sequence is MCRQLQRASFPEHRCSLSRKKNGGPGNQLEIARSPFAQGCCNLTLNQSLPTSDPLNASEKGEVSRMSVREKNWPALLILVVILLTIGGNILVIMAVSLEKKLQNATNFFLMSLAVADMLVGILVMPVSLITVLYDYAWPLPKQLCPIWISLDVLFSTASIMHLCAISLDRYVAIRNPIEHSRFNSRTKAIMKIAAVWTISIGISMPIPVMGLQDDSRVFVNGTCVLNDENFVLIGSFMAFFIPLIIMVITYCLTIQVLQRQATVFMCGEVPRQRRSSVNCLKKENNTENISMLHNHEGASHLNSPVNKEAVLFRKGTMQSINNERRASKVLGIVFFLFLIMWCPFFITNVMSVLCKEACDKDLLSELLDVFVWVGRLQFPERRWGMKFWCGFVILTGITCTLGEV. The pKi is 6.5.